From a dataset of Catalyst prediction with 721,799 reactions and 888 catalyst types from USPTO. Predict which catalyst facilitates the given reaction. Reactant: [CH3:1][O:2][C:3](=[O:12])[C:4]1[CH:9]=[CH:8][C:7]([CH3:10])=[C:6]([OH:11])[CH:5]=1.[C:13]1([CH:19]([C:38]2[CH:43]=[CH:42][CH:41]=[CH:40][CH:39]=2)[CH2:20][N:21]([CH2:34][CH2:35][CH2:36]O)[CH2:22][C:23]2[CH:28]=[CH:27][CH:26]=[C:25]([C:29]([F:32])([F:31])[F:30])[C:24]=2[Cl:33])[CH:18]=[CH:17][CH:16]=[CH:15][CH:14]=1.C1(P(C2C=CC=CC=2)C2C=CC=CC=2)C=CC=CC=1.CC(OC(/N=N/C(OC(C)C)=O)=O)C. Product: [CH3:1][O:2][C:3](=[O:12])[C:4]1[CH:9]=[CH:8][C:7]([CH3:10])=[C:6]([O:11][CH2:36][CH2:35][CH2:34][N:21]([CH2:22][C:23]2[CH:28]=[CH:27][CH:26]=[C:25]([C:29]([F:30])([F:31])[F:32])[C:24]=2[Cl:33])[CH2:20][CH:19]([C:38]2[CH:43]=[CH:42][CH:41]=[CH:40][CH:39]=2)[C:13]2[CH:14]=[CH:15][CH:16]=[CH:17][CH:18]=2)[CH:5]=1. The catalyst class is: 11.